This data is from Forward reaction prediction with 1.9M reactions from USPTO patents (1976-2016). The task is: Predict the product of the given reaction. Given the reactants CON(C)[C:4]([C:6]1[N:7]=[CH:8][N:9]([C:11]2[CH:12]=[C:13]([C:17]3[CH:22]=[CH:21][CH:20]=[CH:19][C:18]=3[Cl:23])[CH:14]=[CH:15][CH:16]=2)[CH:10]=1)=[O:5].Br[C:26]1[C:31]([CH3:32])=[CH:30][CH:29]=[CH:28][N:27]=1, predict the reaction product. The product is: [Cl:23][C:18]1[CH:19]=[CH:20][CH:21]=[CH:22][C:17]=1[C:13]1[CH:14]=[CH:15][CH:16]=[C:11]([N:9]2[CH:10]=[C:6]([C:4]([C:26]3[C:31]([CH3:32])=[CH:30][CH:29]=[CH:28][N:27]=3)=[O:5])[N:7]=[CH:8]2)[CH:12]=1.